Task: Regression. Given a target protein amino acid sequence and a drug SMILES string, predict the binding affinity score between them. We predict pIC50 (pIC50 = -log10(IC50 in M); higher means more potent). Dataset: bindingdb_ic50.. Dataset: Drug-target binding data from BindingDB using IC50 measurements (1) The small molecule is CCCS(=O)(=O)N1CCC(CNC(=O)c2c(F)ccc(Cl)c2F)(C(=O)N2CCOCC2)CC1. The target protein (P28571) has sequence MIGGDTRAASAHPGMASAQGPVATPSPEQPFPGTTSVSLARPVLRVWHGAHSSGLLPNLIAQHSPAMAQNGAVPSEATKKDQNLTRGNWGNQIEFVLTSVGYAVGLGNVWRFPYLCYRNGGGAFMFPYFIMLIFCGIPLFFMELSFGQFASQGCLGVWRISPMFKGVGYGMMVVSTYIGIYYNVVICIAFYYFFSSMTHVLPWAYCNNPWNTPDCAGVLDASNLTNGSRPAALSGNLSHLFNYTLQRTSPSEEYWRLYVLKLSDDIGNFGEVRLPLLGCLGVSWVVVFLCLIRGVKSSGKVVYFTATFPYVVLTILFVRGVTLEGAFTGIMYYLTPQWDKILEAKVWGDAASQIFYSLGCAWGGLITMASYNKFHNNCYRDSVIISITNCATSVYAGFVIFSILGFMANHLGVDVSRVADHGPGLAFVAYPEALTLLPISPLWSLLFFFMLILLGLGTQFCLLETLVTAIVDEVGNEWILQKKTYVTLGVAVAGFLLGIP.... The pIC50 is 7.4. (2) The small molecule is O=C(NCCCCCCNC(=O)ON=C1CCCCC1)ON=C1CCCCC1. The target protein (O95870) has sequence MAKLLSCVLGPRLYKIYRERDSERAPASVPETPTAVTAPHSSSWDTYYQPRALEKHADSILALASVFWSISYYSSPFAFFYLYRKGYLSLSKVVPFSHYAGTLLLLLAGVACLRGIGRWTNPQYRQFITILEATHRNQSSENKRQLANYNFDFRSWPVDFHWEEPSSRKESRGGPSRRGVALLRPEPLHRGTADTLLNRVKKLPCQITSYLVAHTLGRRMLYPGSVYLLQKALMPVLLQGQARLVEECNGRRAKLLACDGNEIDTMFVDRRGTAEPQGQKLVICCEGNAGFYEVGCVSTPLEAGYSVLGWNHPGFAGSTGVPFPQNEANAMDVVVQFAIHRLGFQPQDIIIYAWSIGGFTATWAAMSYPDVSAMILDASFDDLVPLALKVMPDSWRGLVTRTVRQHLNLNNAEQLCRYQGPVLLIRRTKDEIITTTVPEDIMSNRGNDLLLKLLQHRYPRVMAEEGLRVVRQWLEASSQLEEASIYSRWEVEEDWCLSVL.... The pIC50 is 4.6.